Dataset: Forward reaction prediction with 1.9M reactions from USPTO patents (1976-2016). Task: Predict the product of the given reaction. The product is: [Cl:26][C:23]1[CH:24]=[CH:25][C:20]([C@H:18]2[NH:9][C@@H:10]([C:11]([O:13][CH3:14])=[O:12])[CH2:15][CH2:16][CH2:17]2)=[CH:21][CH:22]=1. Given the reactants Cl.C(OC([NH:9][C@H:10]([CH2:15][CH2:16][CH2:17][C:18]([C:20]1[CH:25]=[CH:24][C:23]([Cl:26])=[CH:22][CH:21]=1)=O)[C:11]([O:13][CH3:14])=[O:12])=O)(C)(C)C, predict the reaction product.